From a dataset of NCI-60 drug combinations with 297,098 pairs across 59 cell lines. Regression. Given two drug SMILES strings and cell line genomic features, predict the synergy score measuring deviation from expected non-interaction effect. Drug 1: CN1CCC(CC1)COC2=C(C=C3C(=C2)N=CN=C3NC4=C(C=C(C=C4)Br)F)OC. Drug 2: C1=CC(=CC=C1CC(C(=O)O)N)N(CCCl)CCCl.Cl. Cell line: SK-OV-3. Synergy scores: CSS=25.3, Synergy_ZIP=-5.58, Synergy_Bliss=1.71, Synergy_Loewe=-5.70, Synergy_HSA=1.88.